From a dataset of Full USPTO retrosynthesis dataset with 1.9M reactions from patents (1976-2016). Predict the reactants needed to synthesize the given product. Given the product [Cl-:10].[C:1]([C:2]1[CH:3]=[N+:4]([CH2:11][C:12]2[CH:17]=[CH:16][C:15]([O:18][CH3:19])=[CH:14][CH:13]=2)[CH:5]=[CH:6][CH:7]=1)(=[O:8])[NH2:9], predict the reactants needed to synthesize it. The reactants are: [C:1]([NH2:9])(=[O:8])[C:2]1[CH:7]=[CH:6][CH:5]=[N:4][CH:3]=1.[Cl:10][CH2:11][C:12]1[CH:17]=[CH:16][C:15]([O:18][CH3:19])=[CH:14][CH:13]=1.